Task: Regression. Given a peptide amino acid sequence and an MHC pseudo amino acid sequence, predict their binding affinity value. This is MHC class I binding data.. Dataset: Peptide-MHC class I binding affinity with 185,985 pairs from IEDB/IMGT (1) The peptide sequence is DEFLKVPEW. The MHC is HLA-A02:12 with pseudo-sequence HLA-A02:12. The binding affinity (normalized) is 0.0847. (2) The peptide sequence is APAAPTPAA. The MHC is HLA-B51:01 with pseudo-sequence HLA-B51:01. The binding affinity (normalized) is 0.0847.